This data is from Forward reaction prediction with 1.9M reactions from USPTO patents (1976-2016). The task is: Predict the product of the given reaction. (1) Given the reactants [Cl:1][C:2]1[CH:16]=[CH:15][C:5]([C:6]([N:8]2[CH2:13][CH2:12][CH2:11][C@@H:10]([NH2:14])[CH2:9]2)=[O:7])=[CH:4][CH:3]=1.[Cl:17][C:18]1[CH:26]=[CH:25][C:21]([C:22](Cl)=[O:23])=[CH:20][CH:19]=1.[OH-].[Na+].[Cl-].[Na+], predict the reaction product. The product is: [Cl:1][C:2]1[CH:16]=[CH:15][C:5]([C:6]([N:8]2[CH2:13][CH2:12][CH2:11][C@@H:10]([NH:14][C:22](=[O:23])[C:21]3[CH:25]=[CH:26][C:18]([Cl:17])=[CH:19][CH:20]=3)[CH2:9]2)=[O:7])=[CH:4][CH:3]=1. (2) Given the reactants Br[C:2]1[CH:7]=[CH:6][C:5]([C:8]2[N:9]=[CH:10][C:11]([NH2:14])=[N:12][CH:13]=2)=[C:4]([F:15])[CH:3]=1.[C:16]([C:19]1[CH:24]=[CH:23][CH:22]=[CH:21][C:20]=1B(O)O)(=[O:18])[CH3:17], predict the reaction product. The product is: [NH2:14][C:11]1[N:12]=[CH:13][C:8]([C:5]2[CH:6]=[CH:7][C:2]([C:20]3[CH:21]=[CH:22][CH:23]=[CH:24][C:19]=3[C:16](=[O:18])[CH3:17])=[CH:3][C:4]=2[F:15])=[N:9][CH:10]=1. (3) Given the reactants [N+:1]([C:4]1[CH:31]=[CH:30][C:7]2[NH:8][C:9]3[N:10]([N:11]=[C:12]([C:17]4[CH:22]=[CH:21][C:20]([O:23][C:24]5[CH:29]=[CH:28][CH:27]=[CH:26][CH:25]=5)=[CH:19][CH:18]=4)[C:13]=3[C:14]([NH2:16])=[O:15])[C:6]=2[CH:5]=1)([O-])=O, predict the reaction product. The product is: [NH2:1][C:4]1[CH:31]=[CH:30][C:7]2[NH:8][C:9]3[N:10]([N:11]=[C:12]([C:17]4[CH:18]=[CH:19][C:20]([O:23][C:24]5[CH:29]=[CH:28][CH:27]=[CH:26][CH:25]=5)=[CH:21][CH:22]=4)[C:13]=3[C:14]([NH2:16])=[O:15])[C:6]=2[CH:5]=1. (4) Given the reactants [C:1]([OH:7])([C:3]([F:6])([F:5])[F:4])=[O:2].COC(=O)C1C=CC(N[CH:18]2[CH2:24][CH:23]3[N:25]([CH3:26])[CH:20]([CH2:21][CH2:22]3)[CH2:19]2)=C(O)C=1.F[C:30]1[CH:35]=[CH:34][CH:33]=[C:32]([O:36][CH3:37])[C:31]=1[N+:38]([O-])=O.FC1C=CC=C[C:43]=1[N+:48]([O-])=O.C(=O)([O-])[O-].[Cs+].[Cs+].C(=O)([O-])[O-].[K+].[K+], predict the reaction product. The product is: [CH3:37][O:36][C:32]1[CH:33]=[C:34]([CH:35]=[CH:30][C:31]=1[NH:38][CH:18]1[CH2:24][CH:23]2[N:25]([CH3:26])[CH:20]([CH2:21][CH2:22]2)[CH2:19]1)[C:43]#[N:48].[C:1]([OH:7])([C:3]([F:6])([F:5])[F:4])=[O:2]. (5) Given the reactants [Cl:1][C:2]1[C:7]2[N:8]=[C:9]([CH3:11])[S:10][C:6]=2[CH:5]=[CH:4][C:3]=1[NH2:12].[Cl:13][C:14]1[CH:15]=[C:16]([CH:20]=[C:21]([Cl:23])[CH:22]=1)[C:17](Cl)=[O:18].C(N(CC)CC)C, predict the reaction product. The product is: [Cl:13][C:14]1[CH:15]=[C:16]([CH:20]=[C:21]([Cl:23])[CH:22]=1)[C:17]([NH:12][C:3]1[CH:4]=[CH:5][C:6]2[S:10][C:9]([CH3:11])=[N:8][C:7]=2[C:2]=1[Cl:1])=[O:18].